From a dataset of Forward reaction prediction with 1.9M reactions from USPTO patents (1976-2016). Predict the product of the given reaction. Given the reactants I[C:2]1[CH:7]=[CH:6][N:5]=[C:4]([O:8][C:9]2[CH:14]=[CH:13][C:12]([CH2:15][CH2:16][NH:17][C:18]3[C:27]4[C:22](=[N:23][CH:24]=[CH:25][N:26]=4)[N:21]=[CH:20][N:19]=3)=[CH:11][CH:10]=2)[CH:3]=1.[F:28][C:29]([F:33])([F:32])[CH2:30][OH:31].C([O-])([O-])=O.[Cs+].[Cs+].N1C2C(=CC=C3C=2N=CC=C3)C=CC=1, predict the reaction product. The product is: [N:21]1[C:22]2[C:27](=[N:26][CH:25]=[CH:24][N:23]=2)[C:18]([NH:17][CH2:16][CH2:15][C:12]2[CH:13]=[CH:14][C:9]([O:8][C:4]3[CH:3]=[C:2]([O:31][CH2:30][C:29]([F:33])([F:32])[F:28])[CH:7]=[CH:6][N:5]=3)=[CH:10][CH:11]=2)=[N:19][CH:20]=1.